Dataset: Full USPTO retrosynthesis dataset with 1.9M reactions from patents (1976-2016). Task: Predict the reactants needed to synthesize the given product. (1) Given the product [C:5]([C:6]1[CH:7]=[C:8]([NH2:1])[N:12]([C:14]2[CH:19]=[CH:18][CH:17]=[CH:16][N:15]=2)[N:13]=1)([CH3:11])([CH3:10])[CH3:4], predict the reactants needed to synthesize it. The reactants are: [N:1](O)=O.[CH3:4][C:5]([CH3:11])([CH3:10])[C:6](=O)[CH2:7][CH3:8].[NH:12]([C:14]1[CH:19]=[CH:18][CH:17]=[CH:16][N:15]=1)[NH2:13]. (2) Given the product [C:16]([NH:15][C:12]1[CH:13]=[CH:14][C:9]([S:8][C:6]2[CH:5]=[CH:4][C:3]([N+:19]([O-:21])=[O:20])=[C:2]([Cl:38])[CH:7]=2)=[CH:10][CH:11]=1)(=[O:18])[CH3:17], predict the reactants needed to synthesize it. The reactants are: N[C:2]1[CH:7]=[C:6]([S:8][C:9]2[CH:14]=[CH:13][C:12]([NH:15][C:16](=[O:18])[CH3:17])=[CH:11][CH:10]=2)[CH:5]=[CH:4][C:3]=1[N+:19]([O-:21])=[O:20].N([O-])=O.[Na+].S(=O)(=O)(O)N.C1(C)C=CC=CC=1.[ClH:38]. (3) Given the product [Cl:1][C:2]1[CH:26]=[CH:25][C:24]([Cl:27])=[CH:23][C:3]=1[O:4][C:5]1[C:10]([C:11]([N:13]2[C:22]3[C:17](=[CH:18][CH:19]=[CH:20][CH:21]=3)[N:16]([CH2:38][C:39]([OH:41])=[O:40])[CH2:15][CH2:14]2)=[O:12])=[CH:9][CH:8]=[CH:7][N:6]=1, predict the reactants needed to synthesize it. The reactants are: [Cl:1][C:2]1[CH:26]=[CH:25][C:24]([Cl:27])=[CH:23][C:3]=1[O:4][C:5]1[C:10]([C:11]([N:13]2[C:22]3[C:17](=[CH:18][CH:19]=[CH:20][CH:21]=3)[NH:16][CH2:15][CH2:14]2)=[O:12])=[CH:9][CH:8]=[CH:7][N:6]=1.C(N(C(C)C)C(C)C)C.Br[CH2:38][C:39]([O:41]CC)=[O:40].[OH-].[Na+]. (4) Given the product [CH3:1][C:2]1([CH3:28])[CH2:7][CH2:6][C:5]([C:8]2[C:13]([NH:14][C:15]([C:17]3[NH:18][C:19]([C:22]#[N:23])=[CH:20][N:21]=3)=[O:16])=[CH:12][CH:11]=[C:10]([C:24]([CH3:26])([N:33]3[CH2:34][CH2:35][N:30]([CH3:29])[CH2:31][CH2:32]3)[CH3:25])[N:9]=2)=[CH:4][CH2:3]1, predict the reactants needed to synthesize it. The reactants are: [CH3:1][C:2]1([CH3:28])[CH2:7][CH2:6][C:5]([C:8]2[C:13]([NH:14][C:15]([C:17]3[NH:18][C:19]([C:22]#[N:23])=[CH:20][N:21]=3)=[O:16])=[CH:12][CH:11]=[C:10]([C:24](O)([CH3:26])[CH3:25])[N:9]=2)=[CH:4][CH2:3]1.[CH3:29][N:30]1[CH2:35][CH2:34][NH:33][CH2:32][CH2:31]1.S(Cl)(Cl)=O. (5) Given the product [CH:8]1([CH:13]([N:17]2[CH:21]=[C:20]([C:22]3[C:23]4[CH:30]=[CH:29][NH:28][C:24]=4[N:25]=[CH:26][N:27]=3)[CH:19]=[N:18]2)[CH2:14][CH2:15][CH3:16])[CH2:12][CH2:11][CH2:10][CH2:9]1, predict the reactants needed to synthesize it. The reactants are: FC(F)(F)C(O)=O.[CH:8]1([CH:13]([N:17]2[CH:21]=[C:20]([C:22]3[C:23]4[CH:30]=[CH:29][NH:28][C:24]=4[N:25]=[CH:26][N:27]=3)[CH:19]=[N:18]2)[CH2:14][C:15]#[CH:16])[CH2:12][CH2:11][CH2:10][CH2:9]1.[H][H].